Task: Predict which catalyst facilitates the given reaction.. Dataset: Catalyst prediction with 721,799 reactions and 888 catalyst types from USPTO (1) Reactant: [CH3:1][CH2:2][C:3]1[C:4]([CH3:40])=[C:5]2[NH:22][C:21]=1[CH:20]=[C:19]1[C:23]([CH3:28])=[C:24]3[C:25]([CH2:27][C:16]([C:17]3=[N:18]1)=[C:15]1[C@@H:29]([CH2:32][CH2:33][C:34]([OH:36])=[O:35])[C@H:30]([CH3:31])[C:13]([NH:14]1)=[CH:12][C:10]1=[N:11][C:7]([C:8]([CH:38]=[CH2:39])=[C:9]1[CH3:37])=[CH:6]2)=[O:26].C(N(CC)CC)C.F[P-](F)(F)(F)(F)F.N1(O[P+](N(C)C)(N(C)C)N(C)C)C2C=CC=CC=2N=N1. Product: [CH3:1][CH2:2][C:3]1[C:21]2=[N:22][C:5](=[CH:6][C:7]3[NH:11][C:10]([CH:12]=[C:13]4[C@@H:30]([CH3:31])[C@H:29]([CH2:32][CH2:33][C:34]([OH:36])=[O:35])[C:15]([C:16]5[CH2:27][C:25](=[O:26])[C:24]6[C:17]=5[NH:18][C:19]([C:23]=6[CH3:28])=[CH:20]2)=[N:14]4)=[C:9]([CH3:37])[C:8]=3[CH:38]=[CH2:39])[C:4]=1[CH3:40]. The catalyst class is: 4. (2) Reactant: [I:1][C:2]1[CH:3]=[C:4]([NH:9][NH2:10])[CH:5]=[CH:6][C:7]=1[CH3:8].[CH3:11][C:12]([CH3:19])([CH3:18])[C:13](=O)[CH2:14][C:15]#[N:16].Cl.[OH-].[Na+]. Product: [C:12]([C:13]1[CH:14]=[C:15]([NH2:16])[N:9]([C:4]2[CH:5]=[CH:6][C:7]([CH3:8])=[C:2]([I:1])[CH:3]=2)[N:10]=1)([CH3:19])([CH3:18])[CH3:11]. The catalyst class is: 14. (3) Reactant: [Br-:1].[Br-].[Br-].[NH+]1C=CC=CC=1.[NH+]1C=CC=CC=1.[NH+]1C=CC=CC=1.[C:22]([CH:25]1[O:30][C:29]2[CH:31]=[CH:32][CH:33]=[CH:34][C:28]=2[O:27][CH2:26]1)(=[O:24])[CH3:23].O. Product: [Br:1][CH2:23][C:22]([CH:25]1[O:30][C:29]2[CH:31]=[CH:32][CH:33]=[CH:34][C:28]=2[O:27][CH2:26]1)=[O:24]. The catalyst class is: 52. (4) Reactant: [Br:1][C:2]1[O:6][C:5]([CH:7]=[O:8])=[N:4][C:3]=1[C:9]1[CH:14]=[CH:13][C:12]([C:15]([F:18])([F:17])[F:16])=[CH:11][CH:10]=1.[CH2:19](Br)[CH:20]=[CH2:21].[In].Cl. Product: [Br:1][C:2]1[O:6][C:5]([CH:7]([OH:8])[CH2:21][CH:20]=[CH2:19])=[N:4][C:3]=1[C:9]1[CH:10]=[CH:11][C:12]([C:15]([F:18])([F:17])[F:16])=[CH:13][CH:14]=1. The catalyst class is: 6. (5) Reactant: Cl[C:2]1[N:10]=[C:9]2[C:5]([N:6]=[CH:7][N:8]2[CH:11]2[CH2:15][CH2:14][CH2:13][CH2:12]2)=[C:4](Cl)[N:3]=1.COC1C=C(C=CC=1OC)CN. Product: [CH:11]1([N:8]2[CH:7]=[N:6][C:5]3[C:9]2=[N:10][CH:2]=[N:3][CH:4]=3)[CH2:12][CH2:13][CH2:14][CH2:15]1. The catalyst class is: 66. (6) Reactant: [Cl:1][C:2]1[CH:7]=[C:6]([Cl:8])[CH:5]=[CH:4][C:3]=1[CH:9]1[CH2:12][CH2:11][C:10]1=O.Cl.[OH:15][NH2:16].C([O-])([O-])=O.[K+].[K+]. Product: [Cl:1][C:2]1[CH:7]=[C:6]([Cl:8])[CH:5]=[CH:4][C:3]=1[CH:9]1[CH2:12][CH2:11][C:10]1=[N:16][OH:15]. The catalyst class is: 8. (7) Reactant: C([N:8]([CH2:30][CH2:31][C:32]1[CH:41]=[CH:40][C:39]2[CH2:38][CH2:37][CH2:36][CH2:35][C:34]=2[CH:33]=1)[CH2:9][C@@H:10]([C:12]1[C:20]2[S:19][C:18]([O:21]C(C)C)=[N:17][C:16]=2[C:15]([O:25]C(C)(C)C)=[CH:14][CH:13]=1)[OH:11])C1C=CC=CC=1.[CH:42]([OH:44])=[O:43]. Product: [CH:42]([OH:44])=[O:43].[OH:25][C:15]1[C:16]2[NH:17][C:18](=[O:21])[S:19][C:20]=2[C:12]([C@@H:10]([OH:11])[CH2:9][NH:8][CH2:30][CH2:31][C:32]2[CH:41]=[CH:40][C:39]3[CH2:38][CH2:37][CH2:36][CH2:35][C:34]=3[CH:33]=2)=[CH:13][CH:14]=1. The catalyst class is: 45.